From a dataset of Peptide-MHC class II binding affinity with 134,281 pairs from IEDB. Regression. Given a peptide amino acid sequence and an MHC pseudo amino acid sequence, predict their binding affinity value. This is MHC class II binding data. (1) The peptide sequence is AYLVLDPLIYFGPFA. The MHC is DRB5_0101 with pseudo-sequence DRB5_0101. The binding affinity (normalized) is 0.366. (2) The peptide sequence is KFTVFEAAFNKAIKE. The MHC is HLA-DPA10201-DPB10501 with pseudo-sequence HLA-DPA10201-DPB10501. The binding affinity (normalized) is 0.611.